This data is from Full USPTO retrosynthesis dataset with 1.9M reactions from patents (1976-2016). The task is: Predict the reactants needed to synthesize the given product. (1) Given the product [CH3:11][N:12]([CH3:18])[CH:13]1[CH2:17][CH2:16][N:15]([C:2]2[CH:3]=[CH:4][C:5]([NH2:8])=[N:6][CH:7]=2)[CH2:14]1, predict the reactants needed to synthesize it. The reactants are: Br[C:2]1[CH:3]=[CH:4][C:5]([N+:8]([O-])=O)=[N:6][CH:7]=1.[CH3:11][N:12]([CH3:18])[CH:13]1[CH2:17][CH2:16][NH:15][CH2:14]1.C1C=CC(P(C2C=CC3C(=CC=CC=3)C=2C2C3C(=CC=CC=3)C=CC=2P(C2C=CC=CC=2)C2C=CC=CC=2)C2C=CC=CC=2)=CC=1.C(=O)([O-])[O-].[Cs+].[Cs+]. (2) Given the product [CH2:1]([N:8]1[CH:12]=[CH:11][CH:10]=[C:9]1[CH:13]([OH:14])[CH:15]([CH3:17])[CH3:16])[C:2]1[CH:3]=[CH:4][CH:5]=[CH:6][CH:7]=1, predict the reactants needed to synthesize it. The reactants are: [CH2:1]([N:8]1[CH:12]=[CH:11][CH:10]=[C:9]1[CH:13]=[O:14])[C:2]1[CH:7]=[CH:6][CH:5]=[CH:4][CH:3]=1.[CH:15]([Mg]Br)([CH3:17])[CH3:16]. (3) The reactants are: [F:1][C:2]1[C:10]([C:11]([F:14])([F:13])[F:12])=[CH:9][CH:8]=[CH:7][C:3]=1[C:4]([NH2:6])=[O:5].[Cl:15][CH2:16][C:17](=O)[CH2:18]Cl. Given the product [Cl:15][CH2:16][C:17]1[N:6]=[C:4]([C:3]2[CH:7]=[CH:8][CH:9]=[C:10]([C:11]([F:12])([F:13])[F:14])[C:2]=2[F:1])[O:5][CH:18]=1, predict the reactants needed to synthesize it. (4) Given the product [NH2:11][C:7]1[CH:6]=[C:5](/[C:4](/[C:14]2[N:15]=[CH:16][N:17]([S:19]([N:22]([CH3:24])[CH3:23])(=[O:20])=[O:21])[CH:18]=2)=[CH:3]/[O:2][CH3:1])[CH:10]=[CH:9][CH:8]=1, predict the reactants needed to synthesize it. The reactants are: [CH3:1][O:2]/[CH:3]=[C:4](\[C:14]1[N:15]=[CH:16][N:17]([S:19]([N:22]([CH3:24])[CH3:23])(=[O:21])=[O:20])[CH:18]=1)/[C:5]1[CH:10]=[CH:9][CH:8]=[C:7]([N+:11]([O-])=O)[CH:6]=1.Cl.C(=O)(O)[O-].[Na+]. (5) Given the product [C:7]([C:11]1[N:15]([CH2:16][CH:17]2[CH2:22][CH2:21][O:20][CH2:19][CH2:18]2)[C:14]2[CH:23]=[CH:24][C:25]([S:27]([N:30]3[CH:34]=[C:33]([C:35]([OH:1])=[O:36])[CH:32]=[N:31]3)(=[O:29])=[O:28])=[CH:26][C:13]=2[N:12]=1)([CH3:10])([CH3:8])[CH3:9], predict the reactants needed to synthesize it. The reactants are: [OH:1]OS([O-])=O.[K+].[C:7]([C:11]1[N:15]([CH2:16][CH:17]2[CH2:22][CH2:21][O:20][CH2:19][CH2:18]2)[C:14]2[CH:23]=[CH:24][C:25]([S:27]([N:30]3[CH:34]=[C:33]([CH:35]=[O:36])[CH:32]=[N:31]3)(=[O:29])=[O:28])=[CH:26][C:13]=2[N:12]=1)([CH3:10])([CH3:9])[CH3:8]. (6) Given the product [CH3:1][O:2][C:3](=[O:32])[CH2:4][CH2:9][CH2:10][C:11]1([C@@H:14]2[C@:22]3([CH3:23])[C@H:17]([C@@H:18]([O:24][Si:25]([C:28]([CH3:31])([CH3:30])[CH3:29])([CH3:26])[CH3:27])[CH2:19][CH2:20][CH2:21]3)[CH2:16][CH2:15]2)[CH2:12][CH2:13]1, predict the reactants needed to synthesize it. The reactants are: [CH3:1][O:2][C:3](=[O:32])[CH:4]([CH2:9][CH2:10][C:11]1([C@@H:14]2[C@:22]3([CH3:23])[C@H:17]([C@@H:18]([O:24][Si:25]([C:28]([CH3:31])([CH3:30])[CH3:29])([CH3:27])[CH3:26])[CH2:19][CH2:20][CH2:21]3)[CH2:16][CH2:15]2)[CH2:13][CH2:12]1)C(OC)=O.CS(C)=O.O.[Cl-].[Li+].